This data is from Reaction yield outcomes from USPTO patents with 853,638 reactions. The task is: Predict the reaction yield, written as a fraction of the theoretical maximum amount of product (1.0 means a 100% yield; for example, 0.34 means a 34% yield). The reactants are Br[C:2]1[C:7]([C:8]([F:11])([F:10])[F:9])=[CH:6][C:5]([NH:12][C:13]2[N:17]=[C:16]([NH2:18])[NH:15][N:14]=2)=[CH:4][C:3]=1[Cl:19].[CH:20]([S:23]([C:26]1[CH:31]=[CH:30][C:29](B2OC(C)(C)C(C)(C)O2)=[CH:28][N:27]=1)(=[O:25])=[O:24])([CH3:22])[CH3:21].C(=O)([O-])[O-].[K+].[K+]. The catalyst is C1C=CC([P]([Pd]([P](C2C=CC=CC=2)(C2C=CC=CC=2)C2C=CC=CC=2)([P](C2C=CC=CC=2)(C2C=CC=CC=2)C2C=CC=CC=2)[P](C2C=CC=CC=2)(C2C=CC=CC=2)C2C=CC=CC=2)(C2C=CC=CC=2)C2C=CC=CC=2)=CC=1.C(COC)OC. The product is [Cl:19][C:3]1[CH:4]=[C:5]([NH:12][C:13]2[N:17]=[C:16]([NH2:18])[NH:15][N:14]=2)[CH:6]=[C:7]([C:8]([F:11])([F:10])[F:9])[C:2]=1[C:29]1[CH:28]=[N:27][C:26]([S:23]([CH:20]([CH3:22])[CH3:21])(=[O:24])=[O:25])=[CH:31][CH:30]=1. The yield is 0.260.